This data is from Cav3 T-type calcium channel HTS with 100,875 compounds. The task is: Binary Classification. Given a drug SMILES string, predict its activity (active/inactive) in a high-throughput screening assay against a specified biological target. (1) The molecule is S(=O)(=O)(c1c2c(n(c1)Cc1c(cccc1)C)cccc2)CC(=O)Nc1sccn1. The result is 0 (inactive). (2) The molecule is s1c(Cn2c(c(cc2C)C(=O)CSc2n(c3c(OC)cccc3)cnn2)C)ccc1. The result is 0 (inactive). (3) The molecule is S(c1nc2c(c(n1)C)cc(cc2)C)CCC(OCC)=O. The result is 0 (inactive). (4) The compound is S(=O)(=O)(n1nc(nc1N)c1ccc(cc1)C)C. The result is 0 (inactive).